This data is from Reaction yield outcomes from USPTO patents with 853,638 reactions. The task is: Predict the reaction yield, written as a fraction of the theoretical maximum amount of product (1.0 means a 100% yield; for example, 0.34 means a 34% yield). (1) The reactants are Br[C:2]1[C:3]([NH2:18])=[N:4][CH:5]=[C:6]([CH:8]2[CH2:17][CH2:16][C:11]3([O:15][CH2:14][CH2:13][O:12]3)[CH2:10][CH2:9]2)[N:7]=1.[CH2:19]([NH:26][C:27]([C:29]1[CH:34]=[CH:33][C:32](B(O)O)=[CH:31][C:30]=1[F:38])=[O:28])[C:20]1[CH:25]=[CH:24][CH:23]=[CH:22][CH:21]=1.COCCOC.C(=O)([O-])[O-].[Na+].[Na+]. The catalyst is C(OCC)(=O)C. The product is [NH2:18][C:3]1[C:2]([C:32]2[CH:33]=[CH:34][C:29]([C:27]([NH:26][CH2:19][C:20]3[CH:21]=[CH:22][CH:23]=[CH:24][CH:25]=3)=[O:28])=[C:30]([F:38])[CH:31]=2)=[N:7][C:6]([CH:8]2[CH2:17][CH2:16][C:11]3([O:15][CH2:14][CH2:13][O:12]3)[CH2:10][CH2:9]2)=[CH:5][N:4]=1. The yield is 0.470. (2) The reactants are [CH3:1][N:2]([S:23]([C:26]1[S:27][CH:28]=[CH:29][N:30]=1)(=[O:25])=[O:24])[C:3]1[CH:4]=[CH:5][CH:6]=[C:7]2[C:11]=1[NH:10][C:9]([C:12]1[S:13][CH:14]([CH2:17][C:18]([O:20]CC)=[O:19])[CH2:15][N:16]=1)=[CH:8]2.O1CCCC1.C(O)C.[OH-].[Na+]. The catalyst is C(OCC)(=O)C.Cl. The product is [CH3:1][N:2]([S:23]([C:26]1[S:27][CH:28]=[CH:29][N:30]=1)(=[O:24])=[O:25])[C:3]1[CH:4]=[CH:5][CH:6]=[C:7]2[C:11]=1[NH:10][C:9]([C:12]1[S:13][CH:14]([CH2:17][C:18]([OH:20])=[O:19])[CH2:15][N:16]=1)=[CH:8]2. The yield is 0.980. (3) The reactants are [C:1]([O:5][C:6]([C@H:8]1[CH2:10][C@@H:9]1[CH:11]1[CH2:15][CH2:14][NH:13][C:12]1=[O:16])=[O:7])([CH3:4])([CH3:3])[CH3:2].[H-].[Na+].[CH2:19](Cl)[C:20]1[CH:25]=[CH:24][CH:23]=[CH:22][CH:21]=1.[Cl-].[NH4+]. The catalyst is CN(C)C=O.O1CCCC1. The product is [CH2:19]([N:13]1[CH2:14][CH2:15][CH:11]([C@H:9]2[CH2:10][C@@H:8]2[C:6]([O:5][C:1]([CH3:4])([CH3:2])[CH3:3])=[O:7])[C:12]1=[O:16])[C:20]1[CH:25]=[CH:24][CH:23]=[CH:22][CH:21]=1. The yield is 0.448. (4) The reactants are [CH3:1][NH:2][N:3]=[CH:4][C:5](=[O:7])[CH3:6].O=[C:9]([C:12]1[CH:17]=[CH:16][CH:15]=[C:14]([C:18]([F:21])([F:20])[F:19])[CH:13]=1)[CH:10]=[O:11].C(Cl)(Cl)Cl.CO. The catalyst is C(O)(=O)C. The product is [OH:11][C:10]1[C:4]([C:5](=[O:7])[CH3:6])=[N:3][N:2]([CH3:1])[C:9]=1[C:12]1[CH:17]=[CH:16][CH:15]=[C:14]([C:18]([F:21])([F:20])[F:19])[CH:13]=1. The yield is 0.110. (5) The reactants are C([C@@H]1N(C(=O)C2C=CC(OC3C=CC=CC=3)=CC=2)C[C@H](CC(C)C)NC1=O)C(C)C.[CH2:31]([C@@H:35]1[NH:40][CH2:39][C@H:38]([CH2:41][CH:42]([CH3:44])[CH3:43])[NH:37][C:36]1=[O:45])[CH:32]([CH3:34])[CH3:33].[C:46]1([C:57]2[CH:62]=[CH:61][CH:60]=[CH:59][CH:58]=2)[CH:51]=[CH:50][C:49](/[CH:52]=[CH:53]/[C:54](O)=[O:55])=[CH:48][CH:47]=1. No catalyst specified. The product is [C:46]1([C:57]2[CH:58]=[CH:59][CH:60]=[CH:61][CH:62]=2)[CH:47]=[CH:48][C:49](/[CH:52]=[CH:53]/[C:54]([N:40]2[CH2:39][C@H:38]([CH2:41][CH:42]([CH3:44])[CH3:43])[NH:37][C:36](=[O:45])[C@@H:35]2[CH2:31][CH:32]([CH3:34])[CH3:33])=[O:55])=[CH:50][CH:51]=1. The yield is 0.484. (6) The reactants are [Br:1][C:2]1[N:7]=[C:6]2[S:8][C:9]([N:11]=[C:12](SC)SC)=[N:10][C:5]2=[N:4][CH:3]=1.Cl.Cl.[NH2:19][CH2:20][C@@:21]1([OH:29])[CH:26]2[CH2:27][CH2:28][N:23]([CH2:24][CH2:25]2)[CH2:22]1.C(=O)([O-])[O-].[Cs+].[Cs+]. The catalyst is C(#N)C.O. The product is [Br:1][C:2]1[N:7]=[C:6]2[S:8][C:9]([NH:11][C:12]3[O:29][C@:21]4([CH2:20][N:19]=3)[CH:26]3[CH2:27][CH2:28][N:23]([CH2:24][CH2:25]3)[CH2:22]4)=[N:10][C:5]2=[N:4][CH:3]=1. The yield is 0.570. (7) The reactants are [C:1]1([CH2:7][N:8]([CH2:19][C:20]2[N:24]([CH2:25][CH2:26][C:27]#[N:28])[C:23]3[CH:29]=[CH:30][CH:31]=[CH:32][C:22]=3[N:21]=2)[CH:9]2[C:18]3[N:17]=[CH:16][CH:15]=[CH:14][C:13]=3[CH2:12][CH2:11][CH2:10]2)[CH:6]=[CH:5][CH:4]=[CH:3][CH:2]=1.NCCCN1C2C=CC=CC=2N=C1CN(C)C1C2N=CC=CC=2CCC1. No catalyst specified. The product is [NH2:28][CH2:27][CH2:26][CH2:25][N:24]1[C:23]2[CH:29]=[CH:30][CH:31]=[CH:32][C:22]=2[N:21]=[C:20]1[CH2:19][N:8]([CH2:7][C:1]1[CH:6]=[CH:5][CH:4]=[CH:3][CH:2]=1)[CH:9]1[C:18]2[N:17]=[CH:16][CH:15]=[CH:14][C:13]=2[CH2:12][CH2:11][CH2:10]1. The yield is 0.740. (8) The reactants are [CH2:1]([O:3][C:4]([C:6]1([C:12]2[CH:17]=[CH:16][CH:15]=[CH:14][CH:13]=2)[CH2:11][CH2:10][NH:9][CH2:8][CH2:7]1)=[O:5])[CH3:2].Cl. The catalyst is CCO.[Pt](=O)=O. The product is [CH2:1]([O:3][C:4]([C:6]1([CH:12]2[CH2:17][CH2:16][CH2:15][CH2:14][CH2:13]2)[CH2:7][CH2:8][NH:9][CH2:10][CH2:11]1)=[O:5])[CH3:2]. The yield is 1.00. (9) The reactants are [C:1]([O:4][C@H:5]1[C:10](=[CH:11][O:12]CC)[CH2:9][C@H:8]2[C@H:15]3[C@H:24]([CH2:25][CH2:26][C@:6]12[CH3:7])[C:23]1[CH:22]=[CH:21][C:20]([O:27][CH2:28][C:29]2[CH:34]=[CH:33][CH:32]=[CH:31][CH:30]=2)=[CH:19][C:18]=1[CH2:17][CH2:16]3)(=[O:3])[CH3:2].C([O-])(O)=O.[Na+]. The catalyst is C1COCC1.Cl.O. The product is [C:1]([O:4][C@H:5]1[C@H:10]([CH:11]=[O:12])[CH2:9][C@H:8]2[C@H:15]3[C@H:24]([CH2:25][CH2:26][C@:6]12[CH3:7])[C:23]1[CH:22]=[CH:21][C:20]([O:27][CH2:28][C:29]2[CH:30]=[CH:31][CH:32]=[CH:33][CH:34]=2)=[CH:19][C:18]=1[CH2:17][CH2:16]3)(=[O:3])[CH3:2]. The yield is 0.560.